This data is from Reaction yield outcomes from USPTO patents with 853,638 reactions. The task is: Predict the reaction yield, written as a fraction of the theoretical maximum amount of product (1.0 means a 100% yield; for example, 0.34 means a 34% yield). (1) The catalyst is CO.[Pt](=O)=O. The product is [ClH:1].[F:2][C:3]1[CH:8]=[C:7]([F:9])[CH:6]=[CH:5][C:4]=1[CH:10]1[CH2:11][CH:12]([C:13]([O:15][CH3:16])=[O:14])[CH2:17][CH2:18][NH:19]1. The yield is 0.580. The reactants are [ClH:1].[F:2][C:3]1[CH:8]=[C:7]([F:9])[CH:6]=[CH:5][C:4]=1[C:10]1[CH:11]=[C:12]([CH:17]=[CH:18][N:19]=1)[C:13]([O:15][CH3:16])=[O:14]. (2) The reactants are FC([I:12])(C1C=CC=CC=1)C(O)=O.[F:13][C:14]1[CH:19]=[C:18](I)[CH:17]=[CH:16][C:15]=1[CH2:21][C:22](O)=O.S(=O)(=O)(O)O.[OH2:30].[CH2:31]([OH:33])[CH3:32]. The catalyst is C1C=CC=CC=1.CCCCCC.C(OCC)(=O)C. The product is [C:31]([O:33][C:19]1[CH:18]=[CH:17][C:16]([I:12])=[C:15]([CH2:21][CH3:22])[C:14]=1[F:13])(=[O:30])[CH3:32]. The yield is 0.730. (3) The reactants are [OH:1][CH2:2][C@@H:3]1[C@:12]2([CH3:13])[C@H:7]([C:8]([CH3:15])([CH3:14])[CH2:9][CH2:10][CH2:11]2)[CH2:6][CH2:5][C@@:4]1([CH3:17])[OH:16].[Cr](Cl)([O-])(=O)=O.[NH+]1C=CC=CC=1. The catalyst is C(Cl)Cl. The product is [OH:16][C@:4]1([CH3:17])[CH2:5][CH2:6][C@@H:7]2[C@:12]([CH3:13])([CH2:11][CH2:10][CH2:9][C:8]2([CH3:14])[CH3:15])[CH:3]1[CH:2]=[O:1]. The yield is 0.370. (4) The reactants are [NH2:1][C:2]1[N:7]=[C:6]([O:8][C:9]2[CH:18]=[CH:17][C:12]([C:13](OC)=[O:14])=[CH:11][CH:10]=2)[CH:5]=[C:4]([NH2:19])[N:3]=1.[NH2:20][NH2:21]. The catalyst is CO. The product is [NH2:1][C:2]1[N:7]=[C:6]([O:8][C:9]2[CH:18]=[CH:17][C:12]([C:13]([NH:20][NH2:21])=[O:14])=[CH:11][CH:10]=2)[CH:5]=[C:4]([NH2:19])[N:3]=1. The yield is 0.737.